Predict the product of the given reaction. From a dataset of Forward reaction prediction with 1.9M reactions from USPTO patents (1976-2016). (1) Given the reactants [NH:1]1[CH:5]=[CH:4][CH:3]=[N:2]1.C(O[C:9]([C:11]1[C:15]([CH3:16])=[C:14]([NH2:17])[N:13]([C:18]2[CH:23]=[CH:22][CH:21]=[CH:20][CH:19]=2)[N:12]=1)=[O:10])C.[CH2:24](OC(=O)C(=O)C(C#N)C)[CH3:25].[NH2:35]C1N(C(OC(C)(C)C)=O)N=C(C(OC)=O)C=1.[F:52][C:53]1[CH:61]=[CH:60][CH:59]=[CH:58][C:54]=1[C:55](Cl)=[O:56].ClC1C=CC=CC=1C(Cl)=O.O=C1NC2C=CC=C[C:77]=2[C:76]([C:84]2[CH:89]=[CH:88]C=[CH:86][CH:85]=2)=NC1NC(C1C(C)=C(NC(=O)C2C=CC=CC=2Cl)N(C2C=CC=CN=2)N=1)=O, predict the reaction product. The product is: [N:2]1([C:3]2[CH:25]=[CH:24][N:1]=[CH:5][CH:4]=2)[CH2:77][CH2:76][CH:84]([CH2:89][CH2:88][NH:35][C:9]([C:11]2[C:15]([CH3:16])=[C:14]([NH:17][C:55](=[O:56])[C:54]3[CH:58]=[CH:59][CH:60]=[CH:61][C:53]=3[F:52])[N:13]([C:18]3[CH:19]=[CH:20][CH:21]=[CH:22][CH:23]=3)[N:12]=2)=[O:10])[CH2:85][CH2:86]1. (2) Given the reactants [CH3:1][C:2]1[CH:20]=[CH:19][C:5]([C:6]([NH:8][C:9]2[CH:14]=[CH:13][CH:12]=[C:11]([C:15]([F:18])([F:17])[F:16])[CH:10]=2)=[O:7])=[CH:4][C:3]=1[NH:21][C:22]1[N:27]=[CH:26][N:25]=[C:24]2[NH:28][N:29]=[CH:30][C:23]=12.Br.Br[CH2:33][CH2:34][N:35]([CH2:38][CH3:39])[CH2:36][CH3:37].C(=O)([O-])[O-].[Cs+].[Cs+], predict the reaction product. The product is: [CH2:34]([N:35]([CH2:38][CH3:39])[CH2:36][CH2:37][N:28]1[C:24]2=[N:25][CH:26]=[N:27][C:22]([NH:21][C:3]3[CH:4]=[C:5]([CH:19]=[CH:20][C:2]=3[CH3:1])[C:6]([NH:8][C:9]3[CH:14]=[CH:13][CH:12]=[C:11]([C:15]([F:18])([F:16])[F:17])[CH:10]=3)=[O:7])=[C:23]2[CH:30]=[N:29]1)[CH3:33].